Dataset: hERG potassium channel inhibition data for cardiac toxicity prediction from Karim et al.. Task: Regression/Classification. Given a drug SMILES string, predict its toxicity properties. Task type varies by dataset: regression for continuous values (e.g., LD50, hERG inhibition percentage) or binary classification for toxic/non-toxic outcomes (e.g., AMES mutagenicity, cardiotoxicity, hepatotoxicity). Dataset: herg_karim. (1) The compound is O=C(Nc1ccc(C(F)(F)F)cc1)NS(=O)(=O)c1ccc(OCCN2CCCCC2)cc1. The result is 0 (non-blocker). (2) The compound is C[NH+](C)CCC[C@]1(c2ccc(F)cc2)OCc2cc(C#N)ccc21. The result is 1 (blocker).